Dataset: Forward reaction prediction with 1.9M reactions from USPTO patents (1976-2016). Task: Predict the product of the given reaction. (1) Given the reactants C[O:2][C:3](=[O:20])[C:4]([N:7]([CH2:18][CH3:19])[S:8]([C:11]1[CH:16]=[CH:15][CH:14]=[CH:13][C:12]=1[CH3:17])(=[O:10])=[O:9])([CH3:6])[CH3:5].C1COCC1.CO.O[Li].O, predict the reaction product. The product is: [CH2:18]([N:7]([C:4]([CH3:5])([CH3:6])[C:3]([OH:20])=[O:2])[S:8]([C:11]1[CH:16]=[CH:15][CH:14]=[CH:13][C:12]=1[CH3:17])(=[O:10])=[O:9])[CH3:19]. (2) Given the reactants [C:1]([O:4][CH2:5][C:6](OC)=[CH:7][C:8](=[O:13])[C:9]([Cl:12])([Cl:11])[Cl:10])(=[O:3])[CH3:2].[Cl:16][C:17]1[C:18]([NH:23][NH2:24])=[N:19][CH:20]=[CH:21][CH:22]=1, predict the reaction product. The product is: [C:1]([O:4][CH2:5][C:6]1[CH2:7][C:8]([OH:13])([C:9]([Cl:10])([Cl:11])[Cl:12])[N:23]([C:18]2[C:17]([Cl:16])=[CH:22][CH:21]=[CH:20][N:19]=2)[N:24]=1)(=[O:3])[CH3:2]. (3) Given the reactants [CH3:1][C@@:2]12[O:9][C@@H:6]([CH2:7][CH2:8]1)[C:5](=[O:10])[CH2:4][C:3]2=[O:11].C(Cl)(Cl)Cl.C([O-])(=O)C.C([O-])(=O)C.C([O-])(=O)C.[Br:28][C:29]1[CH:34]=[CH:33][C:32]([Pb+3])=[C:31]([CH2:36][CH3:37])[CH:30]=1.Cl, predict the reaction product. The product is: [Br:28][C:29]1[CH:34]=[CH:33][C:32]([CH:4]2[C:5](=[O:10])[C@H:6]3[O:9][C@:2]([CH3:1])([CH2:8][CH2:7]3)[C:3]2=[O:11])=[C:31]([CH2:36][CH3:37])[CH:30]=1. (4) Given the reactants C(O[CH:4]=[C:5]([CH3:12])[C:6](=O)[C:7]([F:10])([F:9])[F:8])C.O.[NH2:14][NH2:15], predict the reaction product. The product is: [CH3:12][C:5]1[C:6]([C:7]([F:10])([F:9])[F:8])=[N:14][NH:15][CH:4]=1.